From a dataset of Full USPTO retrosynthesis dataset with 1.9M reactions from patents (1976-2016). Predict the reactants needed to synthesize the given product. (1) Given the product [CH2:8]([S:10]([C:13]1[CH:14]=[C:15]([C:19]2[C:24]3[C:25]4[CH:31]=[C:30]([CH3:32])[CH:29]=[N:28][C:26]=4[NH:27][C:23]=3[C:22]([O:7][C:1]3[CH:6]=[CH:5][CH:4]=[CH:3][CH:2]=3)=[N:21][CH:20]=2)[CH:16]=[CH:17][CH:18]=1)(=[O:11])=[O:12])[CH3:9], predict the reactants needed to synthesize it. The reactants are: [C:1]1([OH:7])[CH:6]=[CH:5][CH:4]=[CH:3][CH:2]=1.[CH2:8]([S:10]([C:13]1[CH:14]=[C:15]([C:19]2[C:24]3[C:25]4[CH:31]=[C:30]([CH3:32])[CH:29]=[N:28][C:26]=4[NH:27][C:23]=3[C:22](OCCCN(C)C)=[N:21][CH:20]=2)[CH:16]=[CH:17][CH:18]=1)(=[O:12])=[O:11])[CH3:9]. (2) Given the product [CH3:23][N:16]([C@@H:14]([C:6]1[O:7][C:8]2[CH:13]=[CH:12][CH:11]=[CH:10][C:9]=2[C:5]=1[CH2:3][CH3:4])[CH3:15])[S@@:17]([C:19]([CH3:20])([CH3:22])[CH3:21])=[O:18], predict the reactants needed to synthesize it. The reactants are: [H-].[Na+].[CH2:3]([C:5]1[C:9]2[CH:10]=[CH:11][CH:12]=[CH:13][C:8]=2[O:7][C:6]=1[CH:14]([NH:16][S@@:17]([C:19]([CH3:22])([CH3:21])[CH3:20])=[O:18])[CH3:15])[CH3:4].[CH3:23]I.